This data is from NCI-60 drug combinations with 297,098 pairs across 59 cell lines. The task is: Regression. Given two drug SMILES strings and cell line genomic features, predict the synergy score measuring deviation from expected non-interaction effect. (1) Drug 1: CS(=O)(=O)C1=CC(=C(C=C1)C(=O)NC2=CC(=C(C=C2)Cl)C3=CC=CC=N3)Cl. Drug 2: CC1=C(C=C(C=C1)NC(=O)C2=CC=C(C=C2)CN3CCN(CC3)C)NC4=NC=CC(=N4)C5=CN=CC=C5. Cell line: UACC-257. Synergy scores: CSS=1.65, Synergy_ZIP=0.361, Synergy_Bliss=0.0227, Synergy_Loewe=-2.74, Synergy_HSA=-2.48. (2) Synergy scores: CSS=34.2, Synergy_ZIP=-3.26, Synergy_Bliss=3.19, Synergy_Loewe=2.53, Synergy_HSA=3.65. Cell line: UO-31. Drug 1: C1C(C(OC1N2C=NC3=C(N=C(N=C32)Cl)N)CO)O. Drug 2: N.N.Cl[Pt+2]Cl.